This data is from Reaction yield outcomes from USPTO patents with 853,638 reactions. The task is: Predict the reaction yield, written as a fraction of the theoretical maximum amount of product (1.0 means a 100% yield; for example, 0.34 means a 34% yield). The reactants are [CH3:1][O:2][C:3]1[CH:4]=[C:5]([CH:7]=[C:8]([O:10]C)[CH:9]=1)[NH2:6].C[S-].[Na+].OP([O-])(O)=O.[Na+]. The catalyst is CN1C(=O)CCC1. The product is [NH2:6][C:5]1[CH:7]=[C:8]([OH:10])[CH:9]=[C:3]([O:2][CH3:1])[CH:4]=1. The yield is 0.620.